This data is from Peptide-MHC class II binding affinity with 134,281 pairs from IEDB. The task is: Regression. Given a peptide amino acid sequence and an MHC pseudo amino acid sequence, predict their binding affinity value. This is MHC class II binding data. (1) The peptide sequence is CDASILIDPLSNQSA. The MHC is DRB4_0101 with pseudo-sequence DRB4_0103. The binding affinity (normalized) is 0.318. (2) The peptide sequence is GAMLVGQVTLLDLLK. The MHC is DRB1_0901 with pseudo-sequence DRB1_0901. The binding affinity (normalized) is 0.628.